From a dataset of Reaction yield outcomes from USPTO patents with 853,638 reactions. Predict the reaction yield, written as a fraction of the theoretical maximum amount of product (1.0 means a 100% yield; for example, 0.34 means a 34% yield). (1) The reactants are C([Li])(C)(C)C.Br[C:7]1[CH:15]=[CH:14][CH:13]=[C:12]2[C:8]=1[CH:9]=[CH:10][N:11]2[CH2:16][CH2:17][CH2:18][O:19][Si:20]([C:23]([CH3:26])([CH3:25])[CH3:24])([CH3:22])[CH3:21].CN(C)[CH:29]=[O:30]. The catalyst is O1CCCC1. The product is [Si:20]([O:19][CH2:18][CH2:17][CH2:16][N:11]1[C:12]2[CH:13]=[CH:14][CH:15]=[C:7]([CH:29]=[O:30])[C:8]=2[CH:9]=[CH:10]1)([C:23]([CH3:26])([CH3:25])[CH3:24])([CH3:22])[CH3:21]. The yield is 0.820. (2) The reactants are [CH:1]1(B2OC(C)(C)C(C)(C)O2)[CH2:3][CH2:2]1.Br[C:14]1[C:18]([NH:19][C:20](=[O:26])[O:21][C:22]([CH3:25])([CH3:24])[CH3:23])=[CH:17][N:16]([C:27]2[CH:28]=[N:29][CH:30]=[C:31]([F:33])[CH:32]=2)[N:15]=1.C(O)C.C(=O)([O-])[O-].[K+].[K+]. The catalyst is C1(C)C=CC=CC=1.C1C=CC([P]([Pd]([P](C2C=CC=CC=2)(C2C=CC=CC=2)C2C=CC=CC=2)([P](C2C=CC=CC=2)(C2C=CC=CC=2)C2C=CC=CC=2)[P](C2C=CC=CC=2)(C2C=CC=CC=2)C2C=CC=CC=2)(C2C=CC=CC=2)C2C=CC=CC=2)=CC=1.O. The product is [CH:1]1([C:14]2[C:18]([NH:19][C:20](=[O:26])[O:21][C:22]([CH3:25])([CH3:24])[CH3:23])=[CH:17][N:16]([C:27]3[CH:28]=[N:29][CH:30]=[C:31]([F:33])[CH:32]=3)[N:15]=2)[CH2:3][CH2:2]1.[F:33][C:31]1[CH:32]=[C:27]([N:16]2[CH:17]=[C:18]([NH:19][C:20](=[O:26])[O:21][C:22]([CH3:24])([CH3:23])[CH3:25])[CH:14]=[N:15]2)[CH:28]=[N:29][CH:30]=1. The yield is 0.719. (3) The reactants are [CH3:1][O:2][C:3]1[CH:4]=[C:5]([OH:9])[CH:6]=[CH:7][CH:8]=1.F[C:11]1[CH:16]=[CH:15][CH:14]=[CH:13][C:12]=1[N+:17]([O-:19])=[O:18].[CH3:20][O:21][C:22]1[CH:23]=[C:24]([CH:33]=[CH:34][CH:35]=1)[O:25][C:26]1[CH:32]=[CH:31][CH:30]=[CH:29][C:27]=1[NH2:28].[NH2:36][C:37]1[S:38][CH:39]=[CH:40][N:41]=1. No catalyst specified. The product is [CH3:1][O:2][C:3]1[CH:4]=[C:5]([CH:6]=[CH:7][CH:8]=1)[O:9][C:11]1[CH:16]=[CH:15][CH:14]=[CH:13][C:12]=1[N+:17]([O-:19])=[O:18].[CH3:20][O:21][C:22]1[CH:23]=[C:24]([CH:33]=[CH:34][CH:35]=1)[O:25][C:26]1[CH:32]=[CH:31][CH:30]=[CH:29][C:27]=1[NH:28][C:5]([NH:36][C:37]1[S:38][CH:39]=[CH:40][N:41]=1)=[O:9]. The yield is 0.690. (4) The reactants are [Br:1][C:2]1[C:3]([C:9]([F:12])([F:11])[F:10])=[CH:4][C:5](Cl)=[N:6][CH:7]=1.[I-:13].[Na+].C(Cl)(=O)C. The catalyst is C(#N)C. The product is [Br:1][C:2]1[C:3]([C:9]([F:12])([F:11])[F:10])=[CH:4][C:5]([I:13])=[N:6][CH:7]=1. The yield is 0.400.